Dataset: Catalyst prediction with 721,799 reactions and 888 catalyst types from USPTO. Task: Predict which catalyst facilitates the given reaction. (1) Reactant: [F:1][C@H:2]1[CH2:4][C@H:3]1[C:5]([NH:7][C:8]1[N:9]=[CH:10][C:11]2[C:16]([CH:17]=1)=[CH:15][CH:14]=[C:13]([C:18]1[CH:19]=[N:20][C:21]([S:25][CH3:26])=[CH:22][C:23]=1[CH3:24])[CH:12]=2)=[O:6].C(O)(=[O:29])C.OO. The catalyst class is: 6. Product: [F:1][C@H:2]1[CH2:4][C@H:3]1[C:5]([NH:7][C:8]1[N:9]=[CH:10][C:11]2[C:16]([CH:17]=1)=[CH:15][CH:14]=[C:13]([C:18]1[CH:19]=[N:20][C:21]([S:25]([CH3:26])=[O:29])=[CH:22][C:23]=1[CH3:24])[CH:12]=2)=[O:6]. (2) Reactant: [CH:1]([NH:4][C:5]([C:7]1[C:15]2[C:10](=[N:11][CH:12]=[C:13]([C:16]3[C:24]4[C:19](=[CH:20][C:21]([F:25])=[CH:22][CH:23]=4)[N:18]([CH:26]4[CH2:29][O:28][CH2:27]4)[N:17]=3)[N:14]=2)[N:9](COCC[Si](C)(C)C)[CH:8]=1)=[O:6])([CH3:3])[CH3:2].C(O)(C(F)(F)F)=O. Product: [CH:1]([NH:4][C:5]([C:7]1[C:15]2[C:10](=[N:11][CH:12]=[C:13]([C:16]3[C:24]4[C:19](=[CH:20][C:21]([F:25])=[CH:22][CH:23]=4)[N:18]([CH:26]4[CH2:27][O:28][CH2:29]4)[N:17]=3)[N:14]=2)[NH:9][CH:8]=1)=[O:6])([CH3:3])[CH3:2]. The catalyst class is: 2. (3) Reactant: [C:1]([O:5][C:6](=[O:16])[NH:7][C@H:8]1[CH2:13][CH2:12][C@H:11]([CH2:14][OH:15])[CH2:10][CH2:9]1)([CH3:4])([CH3:3])[CH3:2].C(N(CC)CC)C.[C:24]1([CH3:34])[CH:29]=[CH:28][C:27]([S:30](Cl)(=[O:32])=[O:31])=[CH:26][CH:25]=1.O. Product: [CH3:34][C:24]1[CH:29]=[CH:28][C:27]([S:30]([O:15][CH2:14][C@H:11]2[CH2:10][CH2:9][C@H:8]([NH:7][C:6]([O:5][C:1]([CH3:4])([CH3:2])[CH3:3])=[O:16])[CH2:13][CH2:12]2)(=[O:32])=[O:31])=[CH:26][CH:25]=1. The catalyst class is: 172.